Dataset: NCI-60 drug combinations with 297,098 pairs across 59 cell lines. Task: Regression. Given two drug SMILES strings and cell line genomic features, predict the synergy score measuring deviation from expected non-interaction effect. (1) Drug 1: CC1=C(C(=CC=C1)Cl)NC(=O)C2=CN=C(S2)NC3=CC(=NC(=N3)C)N4CCN(CC4)CCO. Drug 2: CC1CCCC2(C(O2)CC(NC(=O)CC(C(C(=O)C(C1O)C)(C)C)O)C(=CC3=CSC(=N3)C)C)C. Cell line: UO-31. Synergy scores: CSS=10.6, Synergy_ZIP=-8.83, Synergy_Bliss=0.421, Synergy_Loewe=-5.63, Synergy_HSA=1.45. (2) Synergy scores: CSS=25.0, Synergy_ZIP=-1.55, Synergy_Bliss=-1.99, Synergy_Loewe=-17.1, Synergy_HSA=-8.01. Drug 2: CCN(CC)CCCC(C)NC1=C2C=C(C=CC2=NC3=C1C=CC(=C3)Cl)OC. Cell line: HCC-2998. Drug 1: CC1=C(C(CCC1)(C)C)C=CC(=CC=CC(=CC(=O)O)C)C. (3) Drug 1: CN(C(=O)NC(C=O)C(C(C(CO)O)O)O)N=O. Drug 2: CC(C)NC(=O)C1=CC=C(C=C1)CNNC.Cl. Cell line: SK-OV-3. Synergy scores: CSS=4.08, Synergy_ZIP=1.79, Synergy_Bliss=5.08, Synergy_Loewe=1.65, Synergy_HSA=1.10. (4) Drug 1: COC1=NC(=NC2=C1N=CN2C3C(C(C(O3)CO)O)O)N. Drug 2: CCC1(C2=C(COC1=O)C(=O)N3CC4=CC5=C(C=CC(=C5CN(C)C)O)N=C4C3=C2)O.Cl. Cell line: RXF 393. Synergy scores: CSS=5.43, Synergy_ZIP=-2.45, Synergy_Bliss=-4.37, Synergy_Loewe=-79.3, Synergy_HSA=-9.88. (5) Drug 1: COCCOC1=C(C=C2C(=C1)C(=NC=N2)NC3=CC=CC(=C3)C#C)OCCOC.Cl. Drug 2: B(C(CC(C)C)NC(=O)C(CC1=CC=CC=C1)NC(=O)C2=NC=CN=C2)(O)O. Cell line: SN12C. Synergy scores: CSS=68.0, Synergy_ZIP=35.3, Synergy_Bliss=37.3, Synergy_Loewe=32.8, Synergy_HSA=35.3. (6) Drug 1: COC1=NC(=NC2=C1N=CN2C3C(C(C(O3)CO)O)O)N. Drug 2: CC12CCC3C(C1CCC2OP(=O)(O)O)CCC4=C3C=CC(=C4)OC(=O)N(CCCl)CCCl.[Na+]. Cell line: NCI-H460. Synergy scores: CSS=13.9, Synergy_ZIP=-7.73, Synergy_Bliss=-8.84, Synergy_Loewe=-4.81, Synergy_HSA=-6.78. (7) Drug 1: C1C(C(OC1N2C=NC3=C2NC=NCC3O)CO)O. Drug 2: CC1C(C(CC(O1)OC2CC(CC3=C2C(=C4C(=C3O)C(=O)C5=C(C4=O)C(=CC=C5)OC)O)(C(=O)CO)O)N)O.Cl. Cell line: SNB-19. Synergy scores: CSS=37.2, Synergy_ZIP=-0.796, Synergy_Bliss=-3.93, Synergy_Loewe=-33.9, Synergy_HSA=-4.19.